Dataset: Full USPTO retrosynthesis dataset with 1.9M reactions from patents (1976-2016). Task: Predict the reactants needed to synthesize the given product. (1) Given the product [F:35][C:4]1[CH:3]=[C:2]([NH:1][C:49]([C:45]2[C:44](=[O:52])[N:43]([C:40]3[CH:41]=[CH:42][C:37]([F:36])=[CH:38][CH:39]=3)[CH:48]=[CH:47][N:46]=2)=[O:50])[CH:34]=[CH:33][C:5]=1[O:6][C:7]1[CH:12]=[CH:11][N:10]=[C:9]2[NH:13][N:14]=[C:15]([NH:16][CH:17]3[CH2:22][CH2:21][N:20]([CH3:23])[CH2:19][CH2:18]3)[C:8]=12, predict the reactants needed to synthesize it. The reactants are: [NH2:1][C:2]1[CH:34]=[CH:33][C:5]([O:6][C:7]2[CH:12]=[CH:11][N:10]=[C:9]3[N:13](CC4C=CC(OC)=CC=4)[N:14]=[C:15]([NH:16][CH:17]4[CH2:22][CH2:21][N:20]([CH3:23])[CH2:19][CH2:18]4)[C:8]=23)=[C:4]([F:35])[CH:3]=1.[F:36][C:37]1[CH:42]=[CH:41][C:40]([N:43]2[CH:48]=[CH:47][N:46]=[C:45]([C:49](O)=[O:50])[C:44]2=[O:52])=[CH:39][CH:38]=1. (2) Given the product [Cl:1][C:2]1[CH:3]=[C:4]2[C:8](=[CH:9][CH:10]=1)[NH:7][C:6]([CH2:11][CH2:12][CH2:13][CH2:14][CH2:15][CH3:16])=[CH:5]2, predict the reactants needed to synthesize it. The reactants are: [Cl:1][C:2]1[CH:3]=[C:4]2[C:8](=[CH:9][CH:10]=1)[NH:7][C:6]([CH:11]=[CH:12][CH2:13][CH2:14][CH2:15][CH3:16])=[CH:5]2.[H][H]. (3) Given the product [Br:2][C:3]1[CH2:4][N:5]([CH2:24][C:25]2[CH:30]=[CH:29][CH:28]=[CH:27][C:26]=2[CH3:34])[CH:6]=[CH:7][C:8]=1[CH2:9][CH:10]1[CH2:18][C:17]2[C:12](=[CH:13][C:14]([O:21][CH3:22])=[C:15]([O:19][CH3:20])[CH:16]=2)[C:11]1=[O:23], predict the reactants needed to synthesize it. The reactants are: [Br-].[Br:2][C:3]1[CH:4]=[N+:5]([CH2:24][C:25]2[CH:26]=[C:27](C)[CH:28]=[CH:29][CH:30]=2)[CH:6]=[CH:7][C:8]=1[CH2:9][CH:10]1[CH2:18][C:17]2[C:12](=[CH:13][C:14]([O:21][CH3:22])=[C:15]([O:19][CH3:20])[CH:16]=2)[C:11]1=[O:23].[BH4-].[Na+].[CH3:34]O. (4) Given the product [NH2:30][C:28](=[O:29])[CH2:27][C:21]1([NH:20][C:11]([C:8]2[CH:7]=[C:6]([O:14][CH2:15][C:16]([F:19])([F:18])[F:17])[C:5]([CH:1]3[CH2:2][CH2:3][CH2:4]3)=[CH:10][N:9]=2)=[O:13])[CH2:22][S:23](=[O:25])(=[O:26])[CH2:24]1, predict the reactants needed to synthesize it. The reactants are: [CH:1]1([C:5]2[C:6]([O:14][CH2:15][C:16]([F:19])([F:18])[F:17])=[CH:7][C:8]([C:11]([OH:13])=O)=[N:9][CH:10]=2)[CH2:4][CH2:3][CH2:2]1.[NH2:20][C:21]1([CH2:27][C:28]([NH2:30])=[O:29])[CH2:24][S:23](=[O:26])(=[O:25])[CH2:22]1. (5) Given the product [CH3:1][O:2][C:3]1[CH:11]=[CH:10][C:6]([CH2:7][CH2:8][NH:9][CH2:13][C:14]#[N:15])=[CH:5][CH:4]=1, predict the reactants needed to synthesize it. The reactants are: [CH3:1][O:2][C:3]1[CH:11]=[CH:10][C:6]([CH2:7][CH2:8][NH2:9])=[CH:5][CH:4]=1.Cl[CH2:13][C:14]#[N:15].C(N(CC)C(C)C)(C)C. (6) The reactants are: FC(F)(F)C(O)=O.[F:8][C:9]1[CH:14]=[CH:13][C:12]([CH:15]([OH:39])[CH:16]([NH:31][C:32](=O)[O:33]C(C)(C)C)[CH2:17][C:18]2[CH:23]=[CH:22][CH:21]=[C:20]([O:24][C:25]([F:30])([F:29])[CH:26]([F:28])[F:27])[N:19]=2)=[CH:11][CH:10]=1.C(=O)([O-])O.[Na+].[C:45]1(C(O)=O)[CH:46]=[CH:47][CH:48]=[C:49]2[CH2:55][CH2:54][CH2:53][CH:52]=[CH:51][C:50]=12.Cl.C(N=C=NCCCN(C)C)C.O.ON1C2C=CC=CC=2N=N1. Given the product [F:8][C:9]1[CH:10]=[CH:11][C:12]([CH:15]([OH:39])[CH:16]([NH:31][C:32]([C:48]2[CH:47]=[CH:46][CH:45]=[C:50]3[CH2:51][CH2:52][CH2:53][CH:54]=[CH:55][C:49]=23)=[O:33])[CH2:17][C:18]2[CH:23]=[CH:22][CH:21]=[C:20]([O:24][C:25]([F:30])([F:29])[CH:26]([F:28])[F:27])[N:19]=2)=[CH:13][CH:14]=1, predict the reactants needed to synthesize it.